From a dataset of Reaction yield outcomes from USPTO patents with 853,638 reactions. Predict the reaction yield, written as a fraction of the theoretical maximum amount of product (1.0 means a 100% yield; for example, 0.34 means a 34% yield). (1) The reactants are C(O[C:4]([C:6]1[N:7]=[N:8][C:9]([O:12][CH2:13][C:14]2[C:15]([C:20]3[CH:25]=[CH:24][N:23]=[CH:22][CH:21]=3)=[N:16][O:17][C:18]=2[CH3:19])=[CH:10][CH:11]=1)=[O:5])C.C(O[C:29]([C:31]1[N:32]=NC(OC[C:36]2[C:31]([C:29]3C=CC=C(F)C=3)=[N:32]OC=2C)=C[CH:36]=1)=O)C.C(N)(C)C. The yield is 0.180. The product is [CH:31]([NH:32][C:4]([C:6]1[N:7]=[N:8][C:9]([O:12][CH2:13][C:14]2[C:15]([C:20]3[CH:21]=[CH:22][N:23]=[CH:24][CH:25]=3)=[N:16][O:17][C:18]=2[CH3:19])=[CH:10][CH:11]=1)=[O:5])([CH3:36])[CH3:29]. No catalyst specified. (2) The reactants are [CH2:1]([OH:9])[C:2]#[C:3][CH2:4][CH2:5][CH2:6][CH2:7][CH3:8].N1C2C(=CC=CC=2)C=CC=1.[H][H]. The catalyst is C(O)C.[Pd].CC([O-])=O.CC([O-])=O.[Pb+2]. The product is [CH2:1]([OH:9])[CH:2]=[CH:3][CH2:4][CH2:5][CH2:6][CH2:7][CH3:8]. The yield is 0.850. (3) The product is [C:1]([O:5][C:6]([N:8]1[CH2:14][CH2:13][CH2:12][N:11]([C:15]2[CH:20]=[CH:19][C:18]([NH2:21])=[CH:17][CH:16]=2)[CH2:10][CH2:9]1)=[O:7])([CH3:4])([CH3:2])[CH3:3]. The yield is 0.990. The reactants are [C:1]([O:5][C:6]([N:8]1[CH2:14][CH2:13][CH2:12][N:11]([C:15]2[CH:20]=[CH:19][C:18]([N+:21]([O-])=O)=[CH:17][CH:16]=2)[CH2:10][CH2:9]1)=[O:7])([CH3:4])([CH3:3])[CH3:2]. The catalyst is C(O)C.[Pd]. (4) The reactants are [Br:1][CH2:2][CH2:3][CH2:4][CH2:5][CH2:6][C:7]([OH:9])=[O:8].[CH3:10]O. No catalyst specified. The product is [Br:1][CH2:2][CH2:3][CH2:4][CH2:5][CH2:6][C:7]([O:9][CH3:10])=[O:8]. The yield is 0.990. (5) The reactants are [H-].[Na+].[CH3:3][S:4]([NH2:7])(=[O:6])=[O:5].[CH:8]([C@@H:11]1[CH2:15][O:14][C:13](=[O:16])[N:12]1[C:17]1[CH:18]=[C:19]([CH:23]2[C:32]([CH3:34])([CH3:33])[CH2:31][C:30]3[C:25](=[CH:26][CH:27]=[C:28]([C:35](O)=[O:36])[CH:29]=3)[NH:24]2)[CH:20]=[CH:21][CH:22]=1)([CH3:10])[CH3:9].C(N1C=CN=C1)(N1C=CN=C1)=O. The catalyst is CN(C)C=O. The product is [CH:8]([C@@H:11]1[CH2:15][O:14][C:13](=[O:16])[N:12]1[C:17]1[CH:18]=[C:19]([CH:23]2[C:32]([CH3:34])([CH3:33])[CH2:31][C:30]3[C:25](=[CH:26][CH:27]=[C:28]([C:35]([NH:7][S:4]([CH3:3])(=[O:6])=[O:5])=[O:36])[CH:29]=3)[NH:24]2)[CH:20]=[CH:21][CH:22]=1)([CH3:10])[CH3:9]. The yield is 0.200. (6) The reactants are [F:1][C:2]1[CH:7]=[CH:6][C:5]([CH2:8][CH:9]([CH:16]([C:21]([O:23][CH3:24])=[O:22])[C:17]([O:19][CH3:20])=[O:18])[C:10]2[CH:15]=[CH:14][CH:13]=[CH:12][CH:11]=2)=[C:4]([N+:25]([O-])=O)[CH:3]=1.[Cl-].[NH4+]. The catalyst is CO.[Zn]. The product is [NH2:25][C:4]1[CH:3]=[C:2]([F:1])[CH:7]=[CH:6][C:5]=1[CH2:8][CH:9]([CH:16]([C:21]([O:23][CH3:24])=[O:22])[C:17]([O:19][CH3:20])=[O:18])[C:10]1[CH:15]=[CH:14][CH:13]=[CH:12][CH:11]=1. The yield is 0.900. (7) The reactants are Br[C:2]1[CH:7]=[CH:6][C:5]2[C:8]3([CH2:23][O:24][C:4]=2[CH:3]=1)[C:16]1[C:11](=[CH:12][CH:13]=[CH:14][CH:15]=1)[N:10]([CH2:17][CH2:18][CH2:19][CH2:20][CH3:21])[C:9]3=[O:22].Cl.CN(C)CC(O)=O.C(=O)([O-])[O-].[Cs+].[Cs+].[C:39]1([OH:45])[CH:44]=[CH:43][CH:42]=[CH:41][CH:40]=1. The catalyst is O1CCOCC1.ClCCl.[Cu](I)I. The product is [CH2:17]([N:10]1[C:11]2[C:16](=[CH:15][CH:14]=[CH:13][CH:12]=2)[C:8]2([C:5]3[CH:6]=[CH:7][C:2]([O:45][C:39]4[CH:44]=[CH:43][CH:42]=[CH:41][CH:40]=4)=[CH:3][C:4]=3[O:24][CH2:23]2)[C:9]1=[O:22])[CH2:18][CH2:19][CH2:20][CH3:21]. The yield is 0.870.